Dataset: NCI-60 drug combinations with 297,098 pairs across 59 cell lines. Task: Regression. Given two drug SMILES strings and cell line genomic features, predict the synergy score measuring deviation from expected non-interaction effect. (1) Drug 1: CC1=CC=C(C=C1)C2=CC(=NN2C3=CC=C(C=C3)S(=O)(=O)N)C(F)(F)F. Drug 2: C1=CC=C(C(=C1)C(C2=CC=C(C=C2)Cl)C(Cl)Cl)Cl. Cell line: UACC-257. Synergy scores: CSS=-6.61, Synergy_ZIP=0.814, Synergy_Bliss=-4.99, Synergy_Loewe=-7.41, Synergy_HSA=-7.55. (2) Drug 1: C1=CN(C(=O)N=C1N)C2C(C(C(O2)CO)O)O.Cl. Drug 2: CC1=C2C(C(=O)C3(C(CC4C(C3C(C(C2(C)C)(CC1OC(=O)C(C(C5=CC=CC=C5)NC(=O)C6=CC=CC=C6)O)O)OC(=O)C7=CC=CC=C7)(CO4)OC(=O)C)O)C)OC(=O)C. Cell line: MALME-3M. Synergy scores: CSS=35.2, Synergy_ZIP=-5.84, Synergy_Bliss=-4.39, Synergy_Loewe=-5.49, Synergy_HSA=-0.966. (3) Drug 2: C1C(C(OC1N2C=NC3=C2NC=NCC3O)CO)O. Cell line: EKVX. Drug 1: C1=CC(=CC=C1CC(C(=O)O)N)N(CCCl)CCCl.Cl. Synergy scores: CSS=0.447, Synergy_ZIP=-1.08, Synergy_Bliss=-2.61, Synergy_Loewe=-5.43, Synergy_HSA=-3.89. (4) Drug 1: C1=CC(=CC=C1CCC2=CNC3=C2C(=O)NC(=N3)N)C(=O)NC(CCC(=O)O)C(=O)O. Synergy scores: CSS=40.5, Synergy_ZIP=4.13, Synergy_Bliss=1.06, Synergy_Loewe=-27.2, Synergy_HSA=-4.83. Cell line: SF-539. Drug 2: COC1=C2C(=CC3=C1OC=C3)C=CC(=O)O2. (5) Drug 1: CN(C)C1=NC(=NC(=N1)N(C)C)N(C)C. Drug 2: C1=CN(C(=O)N=C1N)C2C(C(C(O2)CO)O)O.Cl. Cell line: HCT-15. Synergy scores: CSS=16.3, Synergy_ZIP=-1.21, Synergy_Bliss=1.58, Synergy_Loewe=-34.0, Synergy_HSA=-0.769. (6) Drug 1: CC1=C(C=C(C=C1)NC2=NC=CC(=N2)N(C)C3=CC4=NN(C(=C4C=C3)C)C)S(=O)(=O)N.Cl. Drug 2: C1CN(P(=O)(OC1)NCCCl)CCCl. Cell line: A498. Synergy scores: CSS=-3.33, Synergy_ZIP=1.80, Synergy_Bliss=2.44, Synergy_Loewe=-1.05, Synergy_HSA=-1.05.